This data is from Full USPTO retrosynthesis dataset with 1.9M reactions from patents (1976-2016). The task is: Predict the reactants needed to synthesize the given product. Given the product [C@@H:28]12[N:29]([C:35]3[CH:40]=[C:39]([C:41]([F:44])([F:42])[F:43])[N:38]=[C:37]([N:45]([CH3:47])[CH3:46])[N:36]=3)[CH2:30][C@@H:31]1[CH2:32][CH2:33][NH:26][CH2:27]2, predict the reactants needed to synthesize it. The reactants are: C12N(C3C=NC4C(=CC=CC=4)N=3)CC1CCNC2.C(OC([N:26]1[CH2:33][CH2:32][CH:31]2[CH:28]([NH:29][CH2:30]2)[CH2:27]1)=O)(C)(C)C.Cl[C:35]1[CH:40]=[C:39]([C:41]([F:44])([F:43])[F:42])[N:38]=[C:37]([N:45]([CH3:47])[CH3:46])[N:36]=1.ClC1C=NC2C(=CC=CC=2)N=1.